The task is: Predict the reactants needed to synthesize the given product.. This data is from Full USPTO retrosynthesis dataset with 1.9M reactions from patents (1976-2016). (1) Given the product [CH3:3][CH:2]1[C:4](=[O:6])[O:5][CH2:8][C:9](=[O:10])[NH:1]1, predict the reactants needed to synthesize it. The reactants are: [NH2:1][C@H:2]([C:4]([OH:6])=[O:5])[CH3:3].Cl[CH2:8][C:9](Cl)=[O:10].[OH-].[Na+].Cl. (2) Given the product [CH3:18][O:19][C:20]1[CH:28]=[C:27]2[C:23](=[CH:22][CH:21]=1)[CH2:24][CH:25]([C:30]1[CH:35]=[CH:34][CH:33]=[CH:32][CH:31]=1)[CH2:26]2, predict the reactants needed to synthesize it. The reactants are: C1(C2CCC3C(=CC=C(O)C=3)O2)C=CC=CC=1.[CH3:18][O:19][C:20]1[CH:28]=[C:27]2[C:23]([CH2:24][CH:25]([C:30]3[CH:35]=[CH:34][CH:33]=[CH:32][CH:31]=3)[C:26]2=O)=[CH:22][CH:21]=1. (3) The reactants are: Br[C:2]1[S:3][CH:4]=[CH:5][N:6]=1.C([Mg]Cl)(C)C.[Br:12][C:13]1[CH:18]=[CH:17][C:16](I)=[CH:15][CH:14]=1.C(N(CC(O)=O)CC(O)=O)CN(CC(O)=O)CC(O)=O.O.C1C(C(N)=O)=CN(C2OC(COP(OP(OCC3OC(N4C5N=CN=C(N)C=5N=C4)C(OP([O-])([O-])=O)C3O)([O-])=O)([O-])=O)C(O)C2O)C=C1.[Na+].[Na+].[Na+].[Na+]. Given the product [Br:12][C:13]1[CH:18]=[CH:17][C:16]([C:2]2[S:3][CH:4]=[CH:5][N:6]=2)=[CH:15][CH:14]=1, predict the reactants needed to synthesize it. (4) Given the product [CH3:13][O:14][C:3]1[CH:8]=[CH:7][N:6]=[C:5]([C:9]([O:11][CH3:12])=[O:10])[CH:4]=1, predict the reactants needed to synthesize it. The reactants are: Cl.Cl[C:3]1[CH:8]=[CH:7][N:6]=[C:5]([C:9]([O:11][CH3:12])=[O:10])[CH:4]=1.[CH3:13][OH:14]. (5) Given the product [Cl:1][C:2]1[N:3]=[CH:4][C:5]2[CH:10]=[C:9]([C:11]3[CH:16]=[CH:15][CH:14]=[CH:13][C:12]=3[Cl:17])[N:8]([CH2:18][C@H:19]3[CH2:24][CH2:23][N:21]([C:25]([O:27][C:28]([CH3:29])([CH3:30])[CH3:31])=[O:26])[CH2:20]3)[C:6]=2[N:7]=1, predict the reactants needed to synthesize it. The reactants are: [Cl:1][C:2]1[N:3]=[CH:4][C:5]2[CH:10]=[C:9]([C:11]3[CH:16]=[CH:15][CH:14]=[CH:13][C:12]=3[Cl:17])[N:8]([CH2:18][C@H:19]3[CH2:24][CH2:23]C[N:21]([C:25]([O:27][C:28]([CH3:31])([CH3:30])[CH3:29])=[O:26])[CH2:20]3)[C:6]=2[N:7]=1.ClC1N=C(NC[C@H]2CCN(C(OC(C)(C)C)=O)C2)C(C#CC2C=CC=CC=2Cl)=CN=1.